Predict the product of the given reaction. From a dataset of Forward reaction prediction with 1.9M reactions from USPTO patents (1976-2016). (1) Given the reactants [I:1][C:2]1[N:7]=[N:6][C:5]([NH2:8])=[CH:4][CH:3]=1.Cl[CH2:10][C:11]([NH:13][C:14](=[O:20])[O:15][C:16]([CH3:19])([CH3:18])[CH3:17])=O.P([O-])([O-])(O)=O.[Na+].[Na+].CC(N(C)C)=O, predict the reaction product. The product is: [I:1][C:2]1[CH:3]=[CH:4][C:5]2[N:6]([CH:10]=[C:11]([NH:13][C:14](=[O:20])[O:15][C:16]([CH3:19])([CH3:18])[CH3:17])[N:8]=2)[N:7]=1. (2) Given the reactants Br[C@H:2]([CH2:6][C:7]1[CH:12]=[CH:11][CH:10]=[CH:9][CH:8]=1)[C:3]([OH:5])=[O:4].[C:13]([O-:16])(=[S:15])[CH3:14].[K+], predict the reaction product. The product is: [C:13]([S:15][C@@H:2]([CH2:6][C:7]1[CH:12]=[CH:11][CH:10]=[CH:9][CH:8]=1)[C:3]([OH:5])=[O:4])(=[O:16])[CH3:14].